Dataset: Forward reaction prediction with 1.9M reactions from USPTO patents (1976-2016). Task: Predict the product of the given reaction. Given the reactants [Na].[NH2:2][C:3]([NH2:5])=[O:4].C([O:8][C:9]([C:11]1([C:39](OCC)=[O:40])[CH2:15][CH2:14][CH2:13][N:12]1[C:16]1[CH:17]=[N:18][C:19]([O:22][C:23]2[CH:24]=[C:25]3[C:29](=[CH:30][CH:31]=2)[N:28]([C:32]2[CH:37]=[CH:36][C:35]([F:38])=[CH:34][CH:33]=2)[N:27]=[CH:26]3)=[CH:20][CH:21]=1)=O)C, predict the reaction product. The product is: [F:38][C:35]1[CH:36]=[CH:37][C:32]([N:28]2[C:29]3[C:25](=[CH:24][C:23]([O:22][C:19]4[N:18]=[CH:17][C:16]([N:12]5[C:11]6([C:39](=[O:40])[NH:5][C:3](=[O:4])[NH:2][C:9]6=[O:8])[CH2:15][CH2:14][CH2:13]5)=[CH:21][CH:20]=4)=[CH:31][CH:30]=3)[CH:26]=[N:27]2)=[CH:33][CH:34]=1.